From a dataset of Catalyst prediction with 721,799 reactions and 888 catalyst types from USPTO. Predict which catalyst facilitates the given reaction. (1) Reactant: [CH2:1]([CH:3]([CH2:24][CH2:25][CH2:26][CH3:27])[CH2:4][NH:5][C:6]1[CH:11]=[C:10]([N+:12]([O-:14])=[O:13])[CH:9]=[CH:8][C:7]=1[O:15][CH2:16][CH:17]([CH2:22][CH3:23])[CH2:18][CH2:19][CH2:20][CH3:21])[CH3:2].Br[CH2:29][CH2:30][CH2:31][CH2:32][CH2:33][CH3:34].C(=O)([O-])[O-].[Na+].[Na+]. Product: [CH2:1]([CH:3]([CH2:24][CH2:25][CH2:26][CH3:27])[CH2:4][N:5]([CH2:29][CH2:30][CH2:31][CH2:32][CH2:33][CH3:34])[C:6]1[CH:11]=[C:10]([N+:12]([O-:14])=[O:13])[CH:9]=[CH:8][C:7]=1[O:15][CH2:16][CH:17]([CH2:22][CH3:23])[CH2:18][CH2:19][CH2:20][CH3:21])[CH3:2]. The catalyst class is: 568. (2) Reactant: I([O-])(=O)(=O)=O.[Na+].CC1(C)C(C)(C)[O:11][B:10]([C:15]2[CH2:16][CH2:17][N:18]([C:21]([O:23][C:24]([CH3:27])([CH3:26])[CH3:25])=[O:22])[CH2:19][CH:20]=2)[O:9]1.C([O-])(=O)C.[NH4+]. Product: [CH3:27][C:24]([O:23][C:21]([N:18]1[CH2:17][CH:16]=[C:15]([B:10]([OH:11])[OH:9])[CH2:20][CH2:19]1)=[O:22])([CH3:25])[CH3:26]. The catalyst class is: 95. (3) Reactant: [BH4-].[Na+].[Cl-].[Cl-].[Ca+2].[C:6]([O:10][C:11]([N:13]1[CH2:18][CH2:17][N:16]([CH2:19][CH2:20][O:21][C:22]2[CH:27]=[C:26]([C:28](OCC)=[O:29])[N:25]=[C:24]([C:33](OCC)=[O:34])[CH:23]=2)[CH2:15][CH2:14]1)=[O:12])([CH3:9])([CH3:8])[CH3:7]. Product: [C:6]([O:10][C:11]([N:13]1[CH2:14][CH2:15][N:16]([CH2:19][CH2:20][O:21][C:22]2[CH:23]=[C:24]([CH2:33][OH:34])[N:25]=[C:26]([CH2:28][OH:29])[CH:27]=2)[CH2:17][CH2:18]1)=[O:12])([CH3:9])([CH3:7])[CH3:8]. The catalyst class is: 14. (4) Reactant: [Cl:1][C:2]1[CH:7]=[CH:6][C:5]([N:8]2[C:11](=[O:12])[C@H:10]([S:13][CH2:14][C:15]([C:17]3[CH:22]=[CH:21][C:20]([Cl:23])=[CH:19][CH:18]=3)=[O:16])[C@H:9]2[C:24]2[CH:34]=[CH:33][C:27]([O:28][CH2:29][C:30](O)=[O:31])=[CH:26][CH:25]=2)=[CH:4][CH:3]=1.CN1CCOCC1.Cl.[NH2:43][CH2:44][C:45]([NH:47][C@@H:48]([C:52]([O:54]C(C)(C)C)=[O:53])[CH:49]([CH3:51])[CH3:50])=[O:46].CN(C(ON1N=NC2C=CC=CC1=2)=[N+](C)C)C.[B-](F)(F)(F)F.[BH4-].[Na+].C([O-])(=O)C.[NH4+]. Product: [Cl:1][C:2]1[CH:3]=[CH:4][C:5]([N:8]2[C:11](=[O:12])[C@H:10]([S:13][CH2:14][CH:15]([C:17]3[CH:22]=[CH:21][C:20]([Cl:23])=[CH:19][CH:18]=3)[OH:16])[C@H:9]2[C:24]2[CH:34]=[CH:33][C:27]([O:28][CH2:29][C:30]([NH:43][CH2:44][C:45]([NH:47][C@@H:48]([C:52]([OH:54])=[O:53])[CH:49]([CH3:50])[CH3:51])=[O:46])=[O:31])=[CH:26][CH:25]=2)=[CH:6][CH:7]=1. The catalyst class is: 2. (5) The catalyst class is: 259. Reactant: [NH2:1][C:2]1[CH:7]=[CH:6][CH:5]=[CH:4][CH:3]=1.[Cl:8][C:9]1[N:17]=[C:16]2[C:12]([NH:13][CH:14]=[N:15]2)=[C:11](Cl)[N:10]=1. Product: [Cl:8][C:9]1[N:17]=[C:16]2[C:12]([NH:13][CH:14]=[N:15]2)=[C:11]([NH:1][C:2]2[CH:7]=[CH:6][CH:5]=[CH:4][CH:3]=2)[N:10]=1.